From a dataset of NCI-60 drug combinations with 297,098 pairs across 59 cell lines. Regression. Given two drug SMILES strings and cell line genomic features, predict the synergy score measuring deviation from expected non-interaction effect. (1) Drug 1: C1CCN(CC1)CCOC2=CC=C(C=C2)C(=O)C3=C(SC4=C3C=CC(=C4)O)C5=CC=C(C=C5)O. Drug 2: CC12CCC3C(C1CCC2=O)CC(=C)C4=CC(=O)C=CC34C. Cell line: HS 578T. Synergy scores: CSS=9.43, Synergy_ZIP=2.26, Synergy_Bliss=1.19, Synergy_Loewe=-5.90, Synergy_HSA=-1.51. (2) Drug 1: C1=NC2=C(N1)C(=S)N=C(N2)N. Drug 2: CCCCCOC(=O)NC1=NC(=O)N(C=C1F)C2C(C(C(O2)C)O)O. Cell line: NCI-H322M. Synergy scores: CSS=32.4, Synergy_ZIP=-5.19, Synergy_Bliss=1.00, Synergy_Loewe=-37.9, Synergy_HSA=-0.727. (3) Drug 1: CNC(=O)C1=CC=CC=C1SC2=CC3=C(C=C2)C(=NN3)C=CC4=CC=CC=N4. Drug 2: CCN(CC)CCCC(C)NC1=C2C=C(C=CC2=NC3=C1C=CC(=C3)Cl)OC. Cell line: T-47D. Synergy scores: CSS=10.6, Synergy_ZIP=-0.707, Synergy_Bliss=1.76, Synergy_Loewe=0.434, Synergy_HSA=0.342. (4) Drug 1: C1CC(=O)NC(=O)C1N2CC3=C(C2=O)C=CC=C3N. Drug 2: C1=CC(=CC=C1CCC2=CNC3=C2C(=O)NC(=N3)N)C(=O)NC(CCC(=O)O)C(=O)O. Cell line: OVCAR3. Synergy scores: CSS=9.69, Synergy_ZIP=-13.2, Synergy_Bliss=-19.5, Synergy_Loewe=-40.0, Synergy_HSA=-18.1. (5) Drug 1: C1=CC(=CC=C1CCC2=CNC3=C2C(=O)NC(=N3)N)C(=O)NC(CCC(=O)O)C(=O)O. Drug 2: C1CN(CCN1C(=O)CCBr)C(=O)CCBr. Cell line: SNB-75. Synergy scores: CSS=28.1, Synergy_ZIP=-3.09, Synergy_Bliss=-3.54, Synergy_Loewe=-6.48, Synergy_HSA=-1.66.